Dataset: Forward reaction prediction with 1.9M reactions from USPTO patents (1976-2016). Task: Predict the product of the given reaction. (1) Given the reactants [NH2:1][C:2]1([C:9]2[CH:14]=[CH:13][CH:12]=[C:11]([O:15][CH3:16])[CH:10]=2)[CH2:7][CH2:6][C:5](=O)[CH2:4][CH2:3]1.[NH:17]1[CH2:20][CH:19]([NH:21][C:22]([CH2:24][NH:25][C:26](=[O:37])[C:27]2[CH:32]=[CH:31][CH:30]=[C:29]([C:33]([F:36])([F:35])[F:34])[CH:28]=2)=[O:23])[CH2:18]1, predict the reaction product. The product is: [NH2:1][C:2]1([C:9]2[CH:14]=[CH:13][CH:12]=[C:11]([O:15][CH3:16])[CH:10]=2)[CH2:7][CH2:6][CH:5]([N:17]2[CH2:20][CH:19]([NH:21][C:22]([CH2:24][NH:25][C:26](=[O:37])[C:27]3[CH:32]=[CH:31][CH:30]=[C:29]([C:33]([F:36])([F:34])[F:35])[CH:28]=3)=[O:23])[CH2:18]2)[CH2:4][CH2:3]1. (2) Given the reactants [CH3:1][CH:2]([C:10]([O-:12])=[O:11])[C:3]([O:5][C:6]([CH3:9])([CH3:8])[CH3:7])=[O:4].[H-].[Li+].[CH3:15][CH:16]1N(C(N(C)C)=O)[CH2:17]1.Cl[CH2:25]/C=C\CCl, predict the reaction product. The product is: [CH3:25][O:11][C:10]([C:2]1([C:3]([O:5][C:6]([CH3:8])([CH3:7])[CH3:9])=[O:4])[CH2:17][CH:16]=[CH:15][CH2:1]1)=[O:12].